This data is from NCI-60 drug combinations with 297,098 pairs across 59 cell lines. The task is: Regression. Given two drug SMILES strings and cell line genomic features, predict the synergy score measuring deviation from expected non-interaction effect. (1) Drug 1: C1CN1C2=NC(=NC(=N2)N3CC3)N4CC4. Drug 2: C(=O)(N)NO. Cell line: TK-10. Synergy scores: CSS=13.6, Synergy_ZIP=1.53, Synergy_Bliss=5.89, Synergy_Loewe=-6.39, Synergy_HSA=0.181. (2) Drug 1: COC1=C(C=C2C(=C1)N=CN=C2NC3=CC(=C(C=C3)F)Cl)OCCCN4CCOCC4. Drug 2: CC1=CC2C(CCC3(C2CCC3(C(=O)C)OC(=O)C)C)C4(C1=CC(=O)CC4)C. Cell line: UACC62. Synergy scores: CSS=27.0, Synergy_ZIP=1.21, Synergy_Bliss=5.30, Synergy_Loewe=-13.2, Synergy_HSA=5.17. (3) Drug 1: CC(C1=C(C=CC(=C1Cl)F)Cl)OC2=C(N=CC(=C2)C3=CN(N=C3)C4CCNCC4)N. Drug 2: CC1=C(N=C(N=C1N)C(CC(=O)N)NCC(C(=O)N)N)C(=O)NC(C(C2=CN=CN2)OC3C(C(C(C(O3)CO)O)O)OC4C(C(C(C(O4)CO)O)OC(=O)N)O)C(=O)NC(C)C(C(C)C(=O)NC(C(C)O)C(=O)NCCC5=NC(=CS5)C6=NC(=CS6)C(=O)NCCC[S+](C)C)O. Cell line: MOLT-4. Synergy scores: CSS=33.6, Synergy_ZIP=4.39, Synergy_Bliss=4.51, Synergy_Loewe=-0.730, Synergy_HSA=3.28. (4) Drug 1: C1=CC(=CC=C1CC(C(=O)O)N)N(CCCl)CCCl.Cl. Drug 2: CN(CCCl)CCCl.Cl. Cell line: MOLT-4. Synergy scores: CSS=62.7, Synergy_ZIP=0.649, Synergy_Bliss=0.953, Synergy_Loewe=-8.65, Synergy_HSA=0.493. (5) Drug 1: C1=CC=C(C=C1)NC(=O)CCCCCCC(=O)NO. Drug 2: CCC1(C2=C(COC1=O)C(=O)N3CC4=CC5=C(C=CC(=C5CN(C)C)O)N=C4C3=C2)O.Cl. Cell line: NCIH23. Synergy scores: CSS=30.8, Synergy_ZIP=-6.26, Synergy_Bliss=-1.71, Synergy_Loewe=-3.51, Synergy_HSA=-1.20. (6) Cell line: UACC-257. Synergy scores: CSS=-0.875, Synergy_ZIP=1.08, Synergy_Bliss=-0.0984, Synergy_Loewe=-3.17, Synergy_HSA=-2.84. Drug 1: CC1=CC2C(CCC3(C2CCC3(C(=O)C)OC(=O)C)C)C4(C1=CC(=O)CC4)C. Drug 2: C1=NNC2=C1C(=O)NC=N2.